This data is from Reaction yield outcomes from USPTO patents with 853,638 reactions. The task is: Predict the reaction yield, written as a fraction of the theoretical maximum amount of product (1.0 means a 100% yield; for example, 0.34 means a 34% yield). (1) The reactants are [Br:1][C:2]1[CH:7]=[CH:6][C:5]([NH:8][C:9]2[N:14]=[CH:13][N:12]=[C:11]([NH:15][C:16]3[CH:17]=[C:18]([NH:22]C(=O)OC(C)(C)C)[CH:19]=[CH:20][CH:21]=3)[CH:10]=2)=[C:4]([F:30])[CH:3]=1. The catalyst is Cl.O1CCOCC1. The product is [Br:1][C:2]1[CH:7]=[CH:6][C:5]([NH:8][C:9]2[N:14]=[CH:13][N:12]=[C:11]([NH:15][C:16]3[CH:17]=[C:18]([NH2:22])[CH:19]=[CH:20][CH:21]=3)[CH:10]=2)=[C:4]([F:30])[CH:3]=1. The yield is 1.00. (2) The reactants are S(Cl)([Cl:3])=O.[C:5]([C:8]1[C:17]2[C:12](=[CH:13][CH:14]=[CH:15][CH:16]=2)[C:11]([C:18]([OH:20])=O)=[CH:10][CH:9]=1)(=[O:7])[CH3:6]. The catalyst is C1(C)C=CC=CC=1. The product is [C:5]([C:8]1[C:17]2[C:12](=[CH:13][CH:14]=[CH:15][CH:16]=2)[C:11]([C:18]([Cl:3])=[O:20])=[CH:10][CH:9]=1)(=[O:7])[CH3:6]. The yield is 0.987.